The task is: Predict the reactants needed to synthesize the given product.. This data is from Full USPTO retrosynthesis dataset with 1.9M reactions from patents (1976-2016). (1) Given the product [CH:1]1([CH2:6][C@H:7]([N:11]2[CH2:19][C:18]3[C:13](=[CH:14][CH:15]=[CH:16][C:17]=3[C:20]([F:21])([F:22])[F:23])[C:12]2=[O:24])[C:8]([NH:42][C:39]2[CH:40]=[CH:41][N:37]([CH2:36][CH2:35][CH2:44][C:25](=[O:29])[CH3:26])[N:38]=2)=[O:9])[CH2:2][CH2:3][CH2:4][CH2:5]1, predict the reactants needed to synthesize it. The reactants are: [CH:1]1([CH2:6][C@H:7]([N:11]2[CH2:19][C:18]3[C:13](=[CH:14][CH:15]=[CH:16][C:17]=3[C:20]([F:23])([F:22])[F:21])[C:12]2=[O:24])[C:8](O)=[O:9])[CH2:5][CH2:4][CH2:3][CH2:2]1.[C:25](Cl)(=[O:29])[C:26](Cl)=O.C(O[CH2:35][CH2:36][N:37]1[CH:41]=[CH:40][C:39]([NH2:42])=[N:38]1)(C)C.N1C(C)=CC=C[C:44]=1C. (2) The reactants are: [F:1][CH:2]([F:32])[O:3][C:4]1[CH:5]=[C:6]([CH:14]([C:22]2[CH:27]=[CH:26][C:25]([C:28]([OH:31])([CH3:30])[CH3:29])=[CH:24][CH:23]=2)[CH2:15][C:16]2[CH:17]=[N:18][CH:19]=[CH:20][CH:21]=2)[CH:7]=[CH:8][C:9]=1[O:10][CH:11]([F:13])[F:12].C1C=C(C([O-])=[O:40])C(C(O[O-])=O)=CC=1.[Mg+2]. Given the product [F:32][CH:2]([F:1])[O:3][C:4]1[CH:5]=[C:6]([CH:14]([C:22]2[CH:23]=[CH:24][C:25]([C:28]([OH:31])([CH3:30])[CH3:29])=[CH:26][CH:27]=2)[CH2:15][C:16]2[CH:17]=[N+:18]([O-:40])[CH:19]=[CH:20][CH:21]=2)[CH:7]=[CH:8][C:9]=1[O:10][CH:11]([F:12])[F:13], predict the reactants needed to synthesize it. (3) The reactants are: [CH:1]([C:4]1[CH:9]=[C:8]([CH:10]([CH3:12])[CH3:11])[C:7]([S:13]([C:16]2[CH:21]=[CH:20][CH:19]=[CH:18][CH:17]=2)(=[O:15])=[O:14])=[CH:6][C:5]=1[S:22](Cl)(=[O:24])=[O:23])([CH3:3])[CH3:2].[O:26]1[CH2:31][CH2:30][CH:29]([NH2:32])[CH2:28][CH2:27]1. Given the product [CH:1]([C:4]1[CH:9]=[C:8]([CH:10]([CH3:12])[CH3:11])[C:7]([S:13]([C:16]2[CH:21]=[CH:20][CH:19]=[CH:18][CH:17]=2)(=[O:15])=[O:14])=[CH:6][C:5]=1[S:22]([NH:32][CH:29]1[CH2:30][CH2:31][O:26][CH2:27][CH2:28]1)(=[O:24])=[O:23])([CH3:3])[CH3:2], predict the reactants needed to synthesize it. (4) The reactants are: CC(OC(/N=N/C(OC(C)C)=O)=O)C.[CH2:15]([O:17][C:18]([C:20]1([NH:25][C:26]([CH:28]2[CH2:32][CH:31]([OH:33])[CH2:30][CH:29]2[C:34](=[O:43])[N:35]([CH2:37][CH2:38][CH2:39][CH2:40][CH:41]=[CH2:42])[CH3:36])=[O:27])[CH2:22][CH:21]1[CH:23]=[CH2:24])=[O:19])[CH3:16].O[C:45]1[C:54]2[C:49](=[C:50]([CH3:57])[C:51]([O:55][CH3:56])=[CH:52][CH:53]=2)[N:48]=[C:47]([N:58]2[CH:62]=[CH:61][C:60]([CH:63]([CH3:65])[CH3:64])=[N:59]2)[N:46]=1.C1(P(C2C=CC=CC=2)C2C=CC=CC=2)C=CC=CC=1. Given the product [CH2:15]([O:17][C:18]([C:20]1([NH:25][C:26]([CH:28]2[CH2:32][CH:31]([O:33][C:45]3[C:54]4[C:49](=[C:50]([CH3:57])[C:51]([O:55][CH3:56])=[CH:52][CH:53]=4)[N:48]=[C:47]([N:58]4[CH:62]=[CH:61][C:60]([CH:63]([CH3:65])[CH3:64])=[N:59]4)[N:46]=3)[CH2:30][CH:29]2[C:34](=[O:43])[N:35]([CH2:37][CH2:38][CH2:39][CH2:40][CH:41]=[CH2:42])[CH3:36])=[O:27])[CH2:22][CH:21]1[CH:23]=[CH2:24])=[O:19])[CH3:16], predict the reactants needed to synthesize it. (5) Given the product [CH3:1][O:2][C:3]1[C:8]([O:9][CH3:10])=[CH:7][C:6]([N:11]2[CH2:12][CH2:13][N:14]([CH2:27][CH:28]([CH3:30])[CH3:29])[CH2:15][CH2:16]2)=[C:5]([CH:17]2[CH2:22][C:21]([CH3:24])([CH3:23])[CH2:20][C:19]([CH3:26])([CH3:25])[CH2:18]2)[CH:4]=1, predict the reactants needed to synthesize it. The reactants are: [CH3:1][O:2][C:3]1[C:8]([O:9][CH3:10])=[CH:7][C:6]([N:11]2[CH2:16][CH2:15][NH:14][CH2:13][CH2:12]2)=[C:5]([CH:17]2[CH2:22][C:21]([CH3:24])([CH3:23])[CH2:20][C:19]([CH3:26])([CH3:25])[CH2:18]2)[CH:4]=1.[CH:27](=O)[CH:28]([CH3:30])[CH3:29].C(O[BH-](OC(=O)C)OC(=O)C)(=O)C.[Na+].C(O)(=O)C.C(=O)([O-])O.[Na+].